This data is from Full USPTO retrosynthesis dataset with 1.9M reactions from patents (1976-2016). The task is: Predict the reactants needed to synthesize the given product. (1) Given the product [CH:11]([N:8]1[CH:7]=[N:6][C:5]2[C:9]1=[N:10][C:2]([NH:31][C@H:32]([CH2:38][CH3:39])[CH:33]([OH:37])[CH:34]([CH3:36])[CH3:35])=[N:3][C:4]=2[NH:14][CH2:15][C:16]1[CH:17]=[N:18][CH:19]=[CH:20][CH:21]=1)([CH3:13])[CH3:12], predict the reactants needed to synthesize it. The reactants are: F[C:2]1[N:10]=[C:9]2[C:5]([N:6]=[CH:7][N:8]2[CH:11]([CH3:13])[CH3:12])=[C:4]([NH:14][CH2:15][C:16]2[CH:17]=[N:18][CH:19]=[CH:20][CH:21]=2)[N:3]=1.CCN(C(C)C)C(C)C.[NH2:31][C@H:32]([CH2:38][CH3:39])[CH:33]([OH:37])[CH:34]([CH3:36])[CH3:35]. (2) Given the product [CH2:13]([O:12][CH2:11][CH:10]([CH:20]1[CH2:23][CH:22]([S:24]([O-:27])(=[O:26])=[O:25])[CH2:21]1)[CH2:9][O:8][CH2:1][C:2]1[CH:3]=[CH:4][CH:5]=[CH:6][CH:7]=1)[C:14]1[CH:19]=[CH:18][CH:17]=[CH:16][CH:15]=1.[K+:35], predict the reactants needed to synthesize it. The reactants are: [CH2:1]([O:8][CH2:9][CH:10]([CH:20]1[CH2:23][CH:22]([S:24]([O:27]CCCC)(=[O:26])=[O:25])[CH2:21]1)[CH2:11][O:12][CH2:13][C:14]1[CH:19]=[CH:18][CH:17]=[CH:16][CH:15]=1)[C:2]1[CH:7]=[CH:6][CH:5]=[CH:4][CH:3]=1.C([S-])#N.[K+:35].